Dataset: Catalyst prediction with 721,799 reactions and 888 catalyst types from USPTO. Task: Predict which catalyst facilitates the given reaction. (1) Reactant: [CH2:1]([N:8]1[CH2:12][CH2:11][CH:10]([OH:13])[CH2:9]1)[C:2]1[CH:7]=[CH:6][CH:5]=[CH:4][CH:3]=1.[F:14][C:15]1[CH:20]=[CH:19][C:18]([C:21](=[O:23])[CH3:22])=[C:17](O)[CH:16]=1.C1(P(C2C=CC=CC=2)C2C=CC=CC=2)C=CC=CC=1.N(C(OC(C)C)=O)=NC(OC(C)C)=O. Product: [CH2:1]([N:8]1[CH2:12][CH2:11][CH:10]([O:13][C:19]2[CH:20]=[C:15]([F:14])[CH:16]=[CH:17][C:18]=2[C:21](=[O:23])[CH3:22])[CH2:9]1)[C:2]1[CH:3]=[CH:4][CH:5]=[CH:6][CH:7]=1. The catalyst class is: 1. (2) Reactant: C([O:4][C@H:5]1[CH2:22][CH2:21][C@@:20]2([CH3:23])[C@@H:7]([CH2:8][CH2:9][C@:10]3([CH3:49])[C@@H:19]2[CH2:18][CH2:17][C@H:16]2[C@@:11]3([CH3:48])[CH2:12][CH2:13][C@@:14]3([C:30]([N:32]4[CH2:36][CH2:35][CH2:34][C@H:33]4[C:37]4[NH:38][C:39]([C:42]5[CH:47]=[CH:46][CH:45]=[CH:44][CH:43]=5)=[CH:40][N:41]=4)=[O:31])[CH2:26][CH2:25][C@@H:24]([CH:27]([CH3:29])[CH3:28])[C@@H:15]32)[C:6]1([CH3:51])[CH3:50])(=O)C.C1COCC1.[OH-].[Na+]. Product: [OH:4][C@H:5]1[CH2:22][CH2:21][C@@:20]2([CH3:23])[C@@H:7]([CH2:8][CH2:9][C@:10]3([CH3:49])[C@@H:19]2[CH2:18][CH2:17][C@H:16]2[C@@:11]3([CH3:48])[CH2:12][CH2:13][C@@:14]3([C:30]([N:32]4[CH2:36][CH2:35][CH2:34][C@H:33]4[C:37]4[NH:38][C:39]([C:42]5[CH:43]=[CH:44][CH:45]=[CH:46][CH:47]=5)=[CH:40][N:41]=4)=[O:31])[CH2:26][CH2:25][C@@H:24]([CH:27]([CH3:28])[CH3:29])[C@@H:15]32)[C:6]1([CH3:51])[CH3:50]. The catalyst class is: 24. (3) Reactant: [CH3:1][O:2][C:3](=[O:14])[C:4]1[CH:9]=[CH:8][C:7](F)=[C:6]([N+:11]([O-:13])=[O:12])[CH:5]=1.C(=O)([O-])[O-].[K+].[K+].Cl.[CH3:22][C@@H:23]1[CH2:28][CH2:27][CH2:26][CH2:25][C@H:24]1[NH2:29].Cl. Product: [CH3:1][O:2][C:3](=[O:14])[C:4]1[CH:9]=[CH:8][C:7]([NH:29][C@@H:24]2[CH2:25][CH2:26][CH2:27][CH2:28][C@H:23]2[CH3:22])=[C:6]([N+:11]([O-:13])=[O:12])[CH:5]=1. The catalyst class is: 136. (4) Reactant: [C:1]12([CH2:11][NH:12][C:13](=[O:23])[C:14]3[C:19]([Cl:20])=[CH:18][N:17]=[C:16]([CH:21]=C)[CH:15]=3)[CH2:10][CH:5]3[CH2:6][CH:7]([CH2:9][CH:3]([CH2:4]3)[CH2:2]1)[CH2:8]2.C(O)(=[O:26])C. Product: [C:1]12([CH2:11][NH:12][C:13](=[O:23])[C:14]3[C:19]([Cl:20])=[CH:18][N:17]=[C:16]([CH:21]=[O:26])[CH:15]=3)[CH2:8][CH:7]3[CH2:6][CH:5]([CH2:4][CH:3]([CH2:9]3)[CH2:2]1)[CH2:10]2. The catalyst class is: 4. (5) Reactant: Cl[CH2:2][CH2:3][CH2:4][CH2:5][CH:6]([C:14]1[NH:18][N:17]=[C:16]([NH:19][C:20]2[CH:25]=[CH:24][C:23]([C:26]3[O:30][N:29]=[C:28]([CH3:31])[CH:27]=3)=[C:22]([O:32][CH3:33])[CH:21]=2)[N:15]=1)[C:7]1[CH:12]=[CH:11][C:10]([F:13])=[CH:9][CH:8]=1.C(=O)([O-])[O-].[K+].[K+].[I-].[K+]. Product: [F:13][C:10]1[CH:11]=[CH:12][C:7]([CH:6]2[CH2:5][CH2:4][CH2:3][CH2:2][N:18]3[N:17]=[C:16]([NH:19][C:20]4[CH:25]=[CH:24][C:23]([C:26]5[O:30][N:29]=[C:28]([CH3:31])[CH:27]=5)=[C:22]([O:32][CH3:33])[CH:21]=4)[N:15]=[C:14]23)=[CH:8][CH:9]=1. The catalyst class is: 3. (6) Reactant: [CH3:1][S-:2].[Na+].[N+:4]([C:7]1[CH:8]=[C:9]([CH:15]=[C:16]([N+]([O-])=O)[CH:17]=1)[C:10]([O:12][CH2:13][CH3:14])=[O:11])([O-:6])=[O:5]. Product: [CH3:1][S:2][C:16]1[CH:15]=[C:9]([CH:8]=[C:7]([N+:4]([O-:6])=[O:5])[CH:17]=1)[C:10]([O:12][CH2:13][CH3:14])=[O:11]. The catalyst class is: 3. (7) The catalyst class is: 5. Product: [CH3:14][C:6]([OH:15])([CH2:7][CH2:8][CH2:9][O:10][CH2:11][O:12][CH3:13])[C:4](=[O:3])[CH3:5]. Reactant: C([O:3][C:4]([C:6]([OH:15])([CH3:14])[CH2:7][CH2:8][CH2:9][O:10][CH2:11][O:12][CH3:13])=[CH2:5])C.Cl.C([O-])(O)=O.[Na+]. (8) Reactant: [NH2:1][CH2:2][CH2:3][CH2:4][C:5]([OH:7])=O.[P:8]([OH:11])([OH:10])[OH:9].P(Cl)(Cl)Cl. Product: [CH2:3]([CH2:2][NH2:1])[CH2:4][C:5]([P:8]([OH:11])([OH:10])=[O:9])([P:8]([OH:11])([OH:10])=[O:9])[OH:7]. The catalyst class is: 501. (9) Reactant: [F:1][CH2:2][C:3]1[C:4]([CH2:19][NH:20]C(=O)OC(C)(C)C)=[CH:5][C:6]([C:9]2[CH:10]=[N:11][C:12]([C:15]([F:18])([F:17])[F:16])=[N:13][CH:14]=2)=[N:7][CH:8]=1.[ClH:28]. Product: [ClH:28].[F:1][CH2:2][C:3]1[C:4]([CH2:19][NH2:20])=[CH:5][C:6]([C:9]2[CH:14]=[N:13][C:12]([C:15]([F:18])([F:17])[F:16])=[N:11][CH:10]=2)=[N:7][CH:8]=1. The catalyst class is: 12.